From a dataset of Experimentally validated miRNA-target interactions with 360,000+ pairs, plus equal number of negative samples. Binary Classification. Given a miRNA mature sequence and a target amino acid sequence, predict their likelihood of interaction. (1) The miRNA is rno-miR-24-3p with sequence UGGCUCAGUUCAGCAGGAACAG. The protein sequence of the target gene is MPAERKKPASMEEKDSLPNNKEKDCSERRTVSSKERPKDDIKLTAKKEVSKAPEDKKKRLEDDKRKKEDKERKKKDEEKVKAEEESKKKEEEEKKKHQEEERKKQEEQAKRQQEEEAAAQMKEKEESIQLHQEAWERHHLRKELRSKNQNAPDSRPEENFFSRLDSSLKKNTAFVKKLKTITEQQRDSLSHDFNGLNLSKYIAEAVASIVEAKLKISDVNCAVHLCSLFHQRYADFAPSLLQVWKKHFEARKEEKTPNITKLRTDLRFIAELTIVGIFTDKEGLSLIYEQLKNIINADRE.... Result: 0 (no interaction). (2) The miRNA is mmu-miR-467d-5p with sequence UAAGUGCGCGCAUGUAUAUGCG. The protein sequence of the target gene is MYPAGPPAGPVPRRGRRPLPGPPAPAPAPVPAARPPPPAPGPRPRVAVKMAFRKAYSIKDKLQAIERVKGGERQASVCRDFGVPGGTLRGWLKDEPKLRWFLEQLGGEVGTQRKKMRLANEEEIDRAVYAWFLALRQHGVPLSGPLIQAQAEAFARQIYGPECTFKASHGWFWRWQKRHGISSQRFYGEAGPPAPSPAPGPPVKEEPALPSGAGPLPDRAPAPPPPAEGGYGDEQIYSASVTGLYWKLLPEQAAPPGAGDPGAGGCGRRWRGDRVTVLLAANLTGSHKLKPLVIGRLPDP.... Result: 0 (no interaction). (3) The miRNA is hsa-miR-4657 with sequence AAUGUGGAAGUGGUCUGAGGCAU. The protein sequence of the target gene is MAVVIRLQGLPIVAGTMDIRHFFSGLTIPDGGVHIVGGELGEAFIVFATDEDARLGMMRTGGTIKGSKVTLLLSSKTEMQNMIELSRRRFETANLDIPPANASRSGPPPSSGMSSRVNLPAIVPNFNNPSPSVVTATTSVHESNKNIQTFSTASVGTAPPSMGTSFGSPTFSSTIPSTASPMNTVPPPPIPPIPAMPSLPPLPSIPPIPVPPPVPTLPPVPPVPPIPPVPSVPPMTTLPPMSGMPPLNPPPVAPLPAGMNGSGAPIGLNNNMNPVFLGPLNPVNSIQMNSQSSVKSLPIN.... Result: 0 (no interaction).